From a dataset of NCI-60 drug combinations with 297,098 pairs across 59 cell lines. Regression. Given two drug SMILES strings and cell line genomic features, predict the synergy score measuring deviation from expected non-interaction effect. (1) Drug 1: CC1C(C(=O)NC(C(=O)N2CCCC2C(=O)N(CC(=O)N(C(C(=O)O1)C(C)C)C)C)C(C)C)NC(=O)C3=C4C(=C(C=C3)C)OC5=C(C(=O)C(=C(C5=N4)C(=O)NC6C(OC(=O)C(N(C(=O)CN(C(=O)C7CCCN7C(=O)C(NC6=O)C(C)C)C)C)C(C)C)C)N)C. Drug 2: CS(=O)(=O)CCNCC1=CC=C(O1)C2=CC3=C(C=C2)N=CN=C3NC4=CC(=C(C=C4)OCC5=CC(=CC=C5)F)Cl. Cell line: SK-OV-3. Synergy scores: CSS=21.1, Synergy_ZIP=-0.0810, Synergy_Bliss=3.92, Synergy_Loewe=1.77, Synergy_HSA=1.79. (2) Drug 1: C1=CN(C(=O)N=C1N)C2C(C(C(O2)CO)O)O.Cl. Drug 2: N.N.Cl[Pt+2]Cl. Cell line: TK-10. Synergy scores: CSS=27.9, Synergy_ZIP=-6.08, Synergy_Bliss=0.567, Synergy_Loewe=2.45, Synergy_HSA=3.53. (3) Drug 1: CC12CCC(CC1=CCC3C2CCC4(C3CC=C4C5=CN=CC=C5)C)O. Drug 2: CN(CCCl)CCCl.Cl. Cell line: M14. Synergy scores: CSS=-2.33, Synergy_ZIP=1.24, Synergy_Bliss=-0.407, Synergy_Loewe=-4.14, Synergy_HSA=-3.55. (4) Drug 1: CN1C2=C(C=C(C=C2)N(CCCl)CCCl)N=C1CCCC(=O)O.Cl. Drug 2: CN(CCCl)CCCl.Cl. Cell line: UO-31. Synergy scores: CSS=14.6, Synergy_ZIP=-5.18, Synergy_Bliss=-6.52, Synergy_Loewe=-6.21, Synergy_HSA=-1.34. (5) Drug 1: CC1C(C(=O)NC(C(=O)N2CCCC2C(=O)N(CC(=O)N(C(C(=O)O1)C(C)C)C)C)C(C)C)NC(=O)C3=C4C(=C(C=C3)C)OC5=C(C(=O)C(=C(C5=N4)C(=O)NC6C(OC(=O)C(N(C(=O)CN(C(=O)C7CCCN7C(=O)C(NC6=O)C(C)C)C)C)C(C)C)C)N)C. Drug 2: C1C(C(OC1N2C=NC3=C(N=C(N=C32)Cl)N)CO)O. Cell line: HOP-62. Synergy scores: CSS=48.2, Synergy_ZIP=-0.413, Synergy_Bliss=-1.46, Synergy_Loewe=-5.74, Synergy_HSA=-0.491.